This data is from Forward reaction prediction with 1.9M reactions from USPTO patents (1976-2016). The task is: Predict the product of the given reaction. (1) Given the reactants C([C@@H]1COC(=O)N1C([C@H:16]1[C@H:20]([C:21]2[CH:26]=[CH:25][C:24]([Cl:27])=[CH:23][CH:22]=2)[CH2:19][N:18]([C:28]([O:30][C:31]([CH3:34])([CH3:33])[CH3:32])=[O:29])[CH2:17]1)=O)C1C=CC=CC=1.[OH-].[Li+].[C:37]([O:40]CC)(=[O:39])C.Cl, predict the reaction product. The product is: [C:31]([O:30][C:28]([N:18]1[CH2:19][C@@H:20]([C:21]2[CH:26]=[CH:25][C:24]([Cl:27])=[CH:23][CH:22]=2)[C@H:16]([C:37]([OH:40])=[O:39])[CH2:17]1)=[O:29])([CH3:34])([CH3:32])[CH3:33]. (2) Given the reactants [F:1][C:2]1[CH:3]=[C:4]([CH:23]=[CH:24][CH:25]=1)[CH2:5][O:6][C:7]1[CH:12]=[CH:11][C:10]([CH2:13][CH2:14][NH:15][CH2:16][C:17]([NH:19][CH3:20])=[O:18])=[CH:9][C:8]=1[O:21][CH3:22].[CH3:26][CH:27]([CH3:30])[CH:28]=O.[Cl:31]CCl.C(O)(=O)C, predict the reaction product. The product is: [ClH:31].[F:1][C:2]1[CH:3]=[C:4]([CH:23]=[CH:24][CH:25]=1)[CH2:5][O:6][C:7]1[CH:12]=[CH:11][C:10]([CH2:13][CH2:14][N:15]([CH2:26][CH:27]([CH3:30])[CH3:28])[CH2:16][C:17]([NH:19][CH3:20])=[O:18])=[CH:9][C:8]=1[O:21][CH3:22].